This data is from Peptide-MHC class I binding affinity with 185,985 pairs from IEDB/IMGT. The task is: Regression. Given a peptide amino acid sequence and an MHC pseudo amino acid sequence, predict their binding affinity value. This is MHC class I binding data. (1) The peptide sequence is EVATRFNTM. The MHC is HLA-B40:01 with pseudo-sequence HLA-B40:01. The binding affinity (normalized) is 0.0847. (2) The peptide sequence is MITQFESLK. The MHC is HLA-A68:01 with pseudo-sequence HLA-A68:01. The binding affinity (normalized) is 0.453. (3) The peptide sequence is MLVGHMPFM. The MHC is HLA-B15:01 with pseudo-sequence HLA-B15:01. The binding affinity (normalized) is 0.325. (4) The peptide sequence is CFTSLVWAPLILA. The MHC is HLA-A11:01 with pseudo-sequence HLA-A11:01. The binding affinity (normalized) is 0.169. (5) The peptide sequence is VYTNAIQYV. The MHC is HLA-B53:01 with pseudo-sequence HLA-B53:01. The binding affinity (normalized) is 0.213. (6) The peptide sequence is FVRQCFNPM. The MHC is HLA-B58:01 with pseudo-sequence HLA-B58:01. The binding affinity (normalized) is 0.0847. (7) The peptide sequence is NPYPTGPGTA. The MHC is Mamu-A2201 with pseudo-sequence Mamu-A2201. The binding affinity (normalized) is 0. (8) The peptide sequence is NLAPHLLLIV. The MHC is HLA-A02:06 with pseudo-sequence HLA-A02:06. The binding affinity (normalized) is 0.554. (9) The peptide sequence is KFLWEWASAR. The MHC is HLA-A11:01 with pseudo-sequence HLA-A11:01. The binding affinity (normalized) is 0.403.